From a dataset of Reaction yield outcomes from USPTO patents with 853,638 reactions. Predict the reaction yield, written as a fraction of the theoretical maximum amount of product (1.0 means a 100% yield; for example, 0.34 means a 34% yield). (1) The reactants are FC(F)(F)S(O[C:7]1[CH:12]=[CH:11][CH:10]=[C:9]([C:13]2[CH:30]=[CH:29][C:28]3[C:27]4[C:22](=[CH:23][CH:24]=[CH:25][CH:26]=4)[C:21]4[C:16](=[CH:17][CH:18]=[CH:19][CH:20]=4)[C:15]=3[CH:14]=2)[CH:8]=1)(=O)=O.[CH:33]1[C:41]2[C:40]3[CH:42]=[CH:43][CH:44]=[CH:45][C:39]=3[S:38][C:37]=2[C:36](B(O)O)=[CH:35][CH:34]=1.C1(P(C2CCCCC2)C2C=CC=CC=2C2C(OC)=CC=CC=2OC)CCCCC1.[O-]P([O-])([O-])=O.[K+].[K+].[K+]. The catalyst is C1C=CC(/C=C/C(/C=C/C2C=CC=CC=2)=O)=CC=1.C1C=CC(/C=C/C(/C=C/C2C=CC=CC=2)=O)=CC=1.C1C=CC(/C=C/C(/C=C/C2C=CC=CC=2)=O)=CC=1.[Pd].[Pd].O.C1(C)C=CC=CC=1. The product is [CH:14]1[C:15]2[C:16]3[C:21](=[CH:20][CH:19]=[CH:18][CH:17]=3)[C:22]3[C:27](=[CH:26][CH:25]=[CH:24][CH:23]=3)[C:28]=2[CH:29]=[CH:30][C:13]=1[C:9]1[CH:8]=[C:7]([C:36]2[C:37]3[S:38][C:39]4[CH:45]=[CH:44][CH:43]=[CH:42][C:40]=4[C:41]=3[CH:33]=[CH:34][CH:35]=2)[CH:12]=[CH:11][CH:10]=1. The yield is 0.880. (2) The reactants are [Cl:1][C:2]1[N:10]=[C:9]2[C:5]([N:6]=[CH:7][N:8]2C2CCCCO2)=[C:4]([NH:17][CH:18]([C:20]2[N:21]([C:32]3[CH:37]=[CH:36][CH:35]=[CH:34][CH:33]=3)[C:22](=[O:31])[C:23]3[C:28]([CH:29]=2)=[CH:27][CH:26]=[CH:25][C:24]=3[CH3:30])[CH3:19])[N:3]=1.C([O-])(O)=O.[Na+]. The catalyst is Cl.CCO. The product is [Cl:1][C:2]1[N:10]=[C:9]2[C:5]([N:6]=[CH:7][NH:8]2)=[C:4]([NH:17][CH:18]([C:20]2[N:21]([C:32]3[CH:37]=[CH:36][CH:35]=[CH:34][CH:33]=3)[C:22](=[O:31])[C:23]3[C:28]([CH:29]=2)=[CH:27][CH:26]=[CH:25][C:24]=3[CH3:30])[CH3:19])[N:3]=1. The yield is 0.900. (3) The reactants are C[N+]1([O-])CCOCC1.[Cl:9][CH2:10][C:11](Cl)=[O:12].[Br:14][C:15]1[CH:24]=[CH:23][C:18]([C:19]([NH:21][NH2:22])=[O:20])=[CH:17][CH:16]=1. The catalyst is ClCCl. The product is [Br:14][C:15]1[CH:24]=[CH:23][C:18]([C:19]([NH:21][NH:22][C:11](=[O:12])[CH2:10][Cl:9])=[O:20])=[CH:17][CH:16]=1. The yield is 0.760. (4) The reactants are Br[C:2]1[CH:3]=[C:4]([N:8]2[C:16]3[C:11](=[CH:12][C:13]([O:17][C@H:18]([C:28]4[CH:29]=[N:30][C:31]([O:34][CH3:35])=[CH:32][CH:33]=4)[C@@H:19]([NH:21][C:22](=[O:27])[C:23]([F:26])([F:25])[CH3:24])[CH3:20])=[CH:14][CH:15]=3)[CH:10]=[N:9]2)[CH:5]=[CH:6][CH:7]=1.[CH:36]1([NH2:41])[CH2:40][CH2:39][CH2:38][CH2:37]1.F[B-](F)(F)F.C([PH+](C(C)(C)C)C(C)(C)C)(C)(C)C.C1C[O:63][CH2:62]C1. The catalyst is CC1C(P(C2C([CH2-])=CC=CC=2)C2C(C)=CC=CC=2)=CC=CC=1.CC1C(P(C2C([CH2-])=CC=CC=2)C2C(C)=CC=CC=2)=CC=CC=1.CC(O)=O.CC(O)=O.[Pd].[Pd].[C-]#[O+].[C-]#[O+].[C-]#[O+].[C-]#[O+].[C-]#[O+].[C-]#[O+].[Mo]. The product is [CH:36]1([NH:41][C:62](=[O:63])[C:2]2[CH:7]=[CH:6][CH:5]=[C:4]([N:8]3[C:16]4[C:11](=[CH:12][C:13]([O:17][C@H:18]([C:28]5[CH:29]=[N:30][C:31]([O:34][CH3:35])=[CH:32][CH:33]=5)[C@@H:19]([NH:21][C:22](=[O:27])[C:23]([F:26])([F:25])[CH3:24])[CH3:20])=[CH:14][CH:15]=4)[CH:10]=[N:9]3)[CH:3]=2)[CH2:40][CH2:39][CH2:38][CH2:37]1. The yield is 0.320. (5) The reactants are [H-].[Na+].[CH3:3][O:4][CH2:5][CH2:6][O:7]CCO.[CH2:11]([O:13][C:14](=[O:42])[CH2:15][CH2:16][CH2:17][CH2:18][CH2:19][O:20][CH2:21][CH2:22][O:23][CH2:24][CH2:25][O:26][CH2:27][CH2:28][O:29][CH2:30][CH2:31][O:32][CH2:33][CH2:34][O:35][CH2:36][CH2:37]S(C)(=O)=O)[CH3:12]. The catalyst is C1(C)C=CC=CC=1. The product is [CH2:11]([O:13][C:14](=[O:42])[CH2:15][CH2:16][CH2:17][CH2:18][CH2:19][O:20][CH2:21][CH2:22][O:23][CH2:24][CH2:25][O:26][CH2:27][CH2:28][O:29][CH2:30][CH2:31][O:32][CH2:33][CH2:34][O:35][CH2:36][CH2:37][O:7][CH2:6][CH2:5][O:4][CH3:3])[CH3:12]. The yield is 0.570. (6) The reactants are Cl[C:2]([O:4][CH3:5])=[O:3].[F:6][C:7]1[CH:12]=[C:11]([F:13])[CH:10]=[CH:9][C:8]=1[C:14]1[CH:19]=[CH:18]C(O)=[C:16]([C:21]([NH:23][C:24]2[CH:29]=[CH:28][CH:27]=[C:26]([C:30]([F:33])([F:32])[F:31])[CH:25]=2)=[O:22])[CH:15]=1.Cl. The catalyst is O1CCCC1.N1C=CC=CC=1. The product is [F:6][C:7]1[CH:12]=[C:11]([F:13])[CH:10]=[CH:9][C:8]=1[C:14]1[CH:19]=[CH:18][C:5]2[O:4][C:2](=[O:3])[N:23]([C:24]3[CH:29]=[CH:28][CH:27]=[C:26]([C:30]([F:31])([F:32])[F:33])[CH:25]=3)[C:21](=[O:22])[C:16]=2[CH:15]=1. The yield is 0.130.